From a dataset of Reaction yield outcomes from USPTO patents with 853,638 reactions. Predict the reaction yield, written as a fraction of the theoretical maximum amount of product (1.0 means a 100% yield; for example, 0.34 means a 34% yield). (1) The reactants are [CH2:1]([N:4]1[C:8]2=[C:9]([N:24]3[CH2:33][CH2:32][C:31]4[C:26](=[CH:27][CH:28]=[CH:29][CH:30]=4)[CH2:25]3)[N:10]=[C:11]([C:13]([NH:15][CH2:16][C:17]3[CH:22]=[CH:21][C:20]([CH3:23])=[CH:19][CH:18]=3)=[O:14])[CH:12]=[C:7]2[C:6]([CH3:34])=[C:5]1[CH3:35])[CH:2]=[CH2:3].[ClH:36]. The catalyst is C(OCC)(=O)C. The product is [ClH:36].[CH2:1]([N:4]1[C:8]2=[C:9]([N:24]3[CH2:33][CH2:32][C:31]4[C:26](=[CH:27][CH:28]=[CH:29][CH:30]=4)[CH2:25]3)[N:10]=[C:11]([C:13]([NH:15][CH2:16][C:17]3[CH:22]=[CH:21][C:20]([CH3:23])=[CH:19][CH:18]=3)=[O:14])[CH:12]=[C:7]2[C:6]([CH3:34])=[C:5]1[CH3:35])[CH:2]=[CH2:3]. The yield is 0.900. (2) The reactants are Br[C:2]1[CH:3]=[CH:4][C:5]([N+:8]([O-:10])=[O:9])=[N:6][CH:7]=1.[NH2:11][C:12]1[CH:13]=[C:14]([OH:19])[CH:15]=[CH:16][C:17]=1[Cl:18].C(=O)([O-])[O-].[Cs+].[Cs+].[C:26](O[C:26]([O:28][C:29]([CH3:32])([CH3:31])[CH3:30])=[O:27])([O:28][C:29]([CH3:32])([CH3:31])[CH3:30])=[O:27].C(O)(C)(C)C. The catalyst is O.CN(C)C1C=CN=CC=1.C(#N)C.CN(C)C=O. The product is [Cl:18][C:17]1[CH:16]=[CH:15][C:14]([O:19][C:2]2[CH:7]=[N:6][C:5]([N+:8]([O-:10])=[O:9])=[CH:4][CH:3]=2)=[CH:13][C:12]=1[NH:11][C:26](=[O:27])[O:28][C:29]([CH3:32])([CH3:31])[CH3:30]. The yield is 0.540. (3) The reactants are [CH3:1][C:2]1[C:7]2[CH2:8][O:9][C:10](=[O:11])[C:6]=2[C:5]([OH:12])=[C:4]([CH2:13]/[CH:14]=[C:15](/[CH2:17][CH2:18][C:19]([O:21][CH3:22])=[O:20])\[CH3:16])[C:3]=1[O:23][CH3:24].C[Si]([N-][Si](C)(C)C)(C)C.[Na+].[Br:35][CH2:36][CH:37]=[CH:38][CH2:39]Br. The catalyst is C1COCC1. The product is [CH3:22][O:21][C:19](=[O:20])[CH:18]([CH2:39][CH:38]=[CH:37][CH2:36][Br:35])[CH2:17][C:15]([CH3:16])=[CH:14][CH2:13][C:4]1[C:5]([OH:12])=[C:6]2[C:7](=[C:2]([CH3:1])[C:3]=1[O:23][CH3:24])[CH2:8][O:9][C:10]2=[O:11]. The yield is 0.780. (4) The reactants are Br[C:2]1[CH:7]=[CH:6][CH:5]=[CH:4][C:3]=1[S:8][CH2:9][C:10]([N:12]([CH:22]([CH3:24])[CH3:23])[NH:13][C:14](=[O:21])[C:15]1[CH:20]=[CH:19][CH:18]=[CH:17][CH:16]=1)=[O:11].C([O-])([O-])=O.[Na+].[Na+].[C:31]1(B(O)O)[CH:36]=[CH:35][CH:34]=[CH:33][CH:32]=1. The catalyst is COCCOC. The product is [C:2]1([C:31]2[CH:36]=[CH:35][CH:34]=[CH:33][CH:32]=2)[CH:7]=[CH:6][CH:5]=[CH:4][C:3]=1[S:8][CH2:9][C:10]([N:12]([CH:22]([CH3:24])[CH3:23])[NH:13][C:14](=[O:21])[C:15]1[CH:20]=[CH:19][CH:18]=[CH:17][CH:16]=1)=[O:11]. The yield is 0.150. (5) The reactants are [Br:1][CH2:2][C:3](=O)[CH2:4][C:5]([NH:7][C:8]1[CH:13]=[CH:12][CH:11]=[CH:10][CH:9]=1)=[O:6].OS(O)(=O)=O. No catalyst specified. The product is [Br:1][CH2:2][C:3]1[C:13]2[C:8](=[CH:9][CH:10]=[CH:11][CH:12]=2)[NH:7][C:5](=[O:6])[CH:4]=1. The yield is 0.640. (6) The reactants are [C:1]1([C:7]2[CH:15]=[C:14]3[C:10]([CH2:11][C:12](=[O:16])[NH:13]3)=[CH:9][CH:8]=2)[CH:6]=[CH:5][CH:4]=[CH:3][CH:2]=1.[CH2:17]([N:19]([CH2:34][CH3:35])[CH2:20][CH2:21][CH2:22][NH:23][C:24]([C:26]1[NH:27][C:28]([CH:32]=O)=[CH:29][C:30]=1[CH3:31])=[O:25])[CH3:18]. No catalyst specified. The product is [CH2:34]([N:19]([CH2:17][CH3:18])[CH2:20][CH2:21][CH2:22][NH:23][C:24]([C:26]1[NH:27][C:28]([CH:32]=[C:11]2[C:10]3[C:14](=[CH:15][C:7]([C:1]4[CH:2]=[CH:3][CH:4]=[CH:5][CH:6]=4)=[CH:8][CH:9]=3)[NH:13][C:12]2=[O:16])=[CH:29][C:30]=1[CH3:31])=[O:25])[CH3:35]. The yield is 0.300. (7) The reactants are B(Cl)(Cl)Cl.[F:5][C:6]1[C:11]([CH:12]=[O:13])=[C:10]([O:14]C)[C:9]([O:16][CH3:17])=[CH:8][CH:7]=1.O. The catalyst is ClCCl. The product is [F:5][C:6]1[C:11]([CH:12]=[O:13])=[C:10]([OH:14])[C:9]([O:16][CH3:17])=[CH:8][CH:7]=1. The yield is 0.940.